This data is from Full USPTO retrosynthesis dataset with 1.9M reactions from patents (1976-2016). The task is: Predict the reactants needed to synthesize the given product. (1) Given the product [O:18]=[C:17]1[N:16]([C:19]2[CH:24]=[CH:23][C:22]([N:25]3[CH2:30][CH2:29][O:28][CH2:27][C:26]3=[O:31])=[CH:21][CH:20]=2)[CH2:3][C@H:2]([CH2:4][N:5]2[C:13](=[O:14])[C:12]3[C:7](=[CH:8][CH:9]=[CH:10][CH:11]=3)[C:6]2=[O:15])[O:1]1, predict the reactants needed to synthesize it. The reactants are: [O:1]1[CH2:3][C@@H:2]1[CH2:4][N:5]1[C:13](=[O:14])[C:12]2[C:7](=[CH:8][CH:9]=[CH:10][CH:11]=2)[C:6]1=[O:15].[N:16]([C:19]1[CH:24]=[CH:23][C:22]([N:25]2[CH2:30][CH2:29][O:28][CH2:27][C:26]2=[O:31])=[CH:21][CH:20]=1)=[C:17]=[O:18].[I-].[Li+]. (2) Given the product [CH:9]([Si:10]([O:11][CH2:12][CH2:23][O:17][CH3:18])([O:13][CH2:14][CH2:50][O:51][CH3:49])[O:15][CH2:16][CH2:35][O:36][CH3:34])=[CH2:8], predict the reactants needed to synthesize it. The reactants are: C(OC[CH2:8][CH2:9][Si:10]([O:15][CH3:16])([O:13][CH3:14])[O:11][CH3:12])(=O)C(C)=C.[O:17]1[CH:23]2[CH:18]1CC(CC[Si](OC)(OC)OC)CC2.C(OCCC[Si](OC)(OC)OC)[CH:34]1[O:36][CH2:35]1.C(OCCC[Si](C)(OCC)OCC)[CH:49]1[O:51][CH2:50]1.NCCNCCC[Si](OC)(OC)OC.NCCC[Si](OCC)(OCC)OCC.SCCC[Si](OC)(OC)OC.C(OCCC[Si](OC(C)=C)(OC(C)=C)OC(C)=C)C1OC1.C(OCCC[Si](C)(OC(C)=C)OC(C)=C)C1OC1.[SiH4]. (3) Given the product [Cl:1][C:2]1[CH:3]=[C:4]([CH2:9][OH:10])[CH:5]=[N:6][C:7]=1[N:18]1[CH2:19][CH2:20][C:15]2[C:14]([NH:21][C:22]3[CH:23]=[CH:24][C:25]([C:28]([F:31])([F:29])[F:30])=[CH:26][CH:27]=3)=[N:13][CH:12]=[N:11][C:16]=2[CH2:17]1, predict the reactants needed to synthesize it. The reactants are: [Cl:1][C:2]1[CH:3]=[C:4]([CH2:9][OH:10])[CH:5]=[N:6][C:7]=1Cl.[N:11]1[C:16]2[CH2:17][NH:18][CH2:19][CH2:20][C:15]=2[C:14]([NH:21][C:22]2[CH:27]=[CH:26][C:25]([C:28]([F:31])([F:30])[F:29])=[CH:24][CH:23]=2)=[N:13][CH:12]=1.